Dataset: Reaction yield outcomes from USPTO patents with 853,638 reactions. Task: Predict the reaction yield, written as a fraction of the theoretical maximum amount of product (1.0 means a 100% yield; for example, 0.34 means a 34% yield). (1) The reactants are [CH3:1][O:2][C:3](=[O:33])[C@H:4]([CH2:13][C:14]1[CH:19]=[CH:18][C:17]([C:20]2[C:21](=[O:32])[N:22]([CH3:31])[C:23]([C:27]([F:30])([F:29])[F:28])=[CH:24][C:25]=2[CH3:26])=[CH:16][CH:15]=1)[NH:5]C(OC(C)(C)C)=O.[ClH:34]. The catalyst is O1CCOCC1. The product is [ClH:34].[CH3:1][O:2][C:3](=[O:33])[C@H:4]([CH2:13][C:14]1[CH:15]=[CH:16][C:17]([C:20]2[C:21](=[O:32])[N:22]([CH3:31])[C:23]([C:27]([F:28])([F:29])[F:30])=[CH:24][C:25]=2[CH3:26])=[CH:18][CH:19]=1)[NH2:5]. The yield is 1.00. (2) The reactants are [Br:1][C:2]1[CH:7]=[CH:6][C:5]([F:8])=[CH:4][C:3]=1[CH2:9][C@@H:10]([N:12]=[N+]=[N-])[CH3:11].C1C=CC(P(C2C=CC=CC=2)C2C=CC=CC=2)=CC=1. The catalyst is C1COCC1.O. The product is [Br:1][C:2]1[CH:7]=[CH:6][C:5]([F:8])=[CH:4][C:3]=1[CH2:9][C@@H:10]([NH2:12])[CH3:11]. The yield is 0.150. (3) The reactants are [CH2:1]([O:8][C:9]1[CH:18]=[CH:17][C:16]2[C:11](=[CH:12][CH:13]=[CH:14][CH:15]=2)[C:10]=1[CH:19]([O:25][C:26]([CH3:29])([CH3:28])[CH3:27])[C:20]([O:22]CC)=[O:21])[C:2]1[CH:7]=[CH:6][CH:5]=[CH:4][CH:3]=1.[OH-].[K+]. The catalyst is C(O)C.O. The product is [CH2:1]([O:8][C:9]1[CH:18]=[CH:17][C:16]2[C:11](=[CH:12][CH:13]=[CH:14][CH:15]=2)[C:10]=1[CH:19]([O:25][C:26]([CH3:29])([CH3:28])[CH3:27])[C:20]([OH:22])=[O:21])[C:2]1[CH:3]=[CH:4][CH:5]=[CH:6][CH:7]=1. The yield is 0.650. (4) The reactants are [F:1][C:2]1[CH:7]=[CH:6][C:5]([C:8]2[N:9]=[C:10]([CH2:23][OH:24])[O:11][C:12]=2[C:13]2[CH:18]=[CH:17][C:16]([S:19]([CH3:22])(=[O:21])=[O:20])=[CH:15][CH:14]=2)=[CH:4][CH:3]=1.C(N(CC)CC)C.[Cl-].S([O-])(=O)(=O)C.C(=O)([O-])[O-].[K+].[K+].O[C:45]1[CH:46]=[C:47]([C:51]2([O:57][CH3:58])[CH2:56][CH2:55][O:54][CH2:53][CH2:52]2)[CH:48]=[CH:49][CH:50]=1. The catalyst is ClCCl.O. The product is [F:1][C:2]1[CH:3]=[CH:4][C:5]([C:8]2[N:9]=[C:10]([CH2:23][O:24][C:49]3[CH:50]=[CH:45][CH:46]=[C:47]([C:51]4([O:57][CH3:58])[CH2:56][CH2:55][O:54][CH2:53][CH2:52]4)[CH:48]=3)[O:11][C:12]=2[C:13]2[CH:18]=[CH:17][C:16]([S:19]([CH3:22])(=[O:21])=[O:20])=[CH:15][CH:14]=2)=[CH:6][CH:7]=1. The yield is 0.710. (5) The reactants are [NH2:1][C:2]1[C:3]([NH:12][C:13](=O)[CH2:14][CH2:15][CH3:16])=[C:4]([CH:9]=[CH:10][CH:11]=1)[C:5]([O:7][CH3:8])=[O:6]. The catalyst is C(O)(=O)C. The product is [CH2:14]([C:13]1[NH:1][C:2]2[CH:11]=[CH:10][CH:9]=[C:4]([C:5]([O:7][CH3:8])=[O:6])[C:3]=2[N:12]=1)[CH2:15][CH3:16]. The yield is 0.870. (6) The reactants are [NH2:1][C:2]1[CH:7]=[CH:6][C:5]([C:8]2[CH:13]=[CH:12][C:11]([C:14](=[O:29])[CH2:15][CH:16]([CH2:21][CH2:22][C:23]3[CH:28]=[CH:27][CH:26]=[CH:25][CH:24]=3)[C:17]([O:19]C)=[O:18])=[CH:10][CH:9]=2)=[CH:4][CH:3]=1.Cl[C:31]1[S:32][C:33]2[CH:39]=[C:38]([Cl:40])[CH:37]=[CH:36][C:34]=2[N:35]=1.S1C2C=CC=CC=2N=C1NC1C=CC(C2C=CC(C(=O)CC(C)(C)C(O)=O)=CC=2)=CC=1. No catalyst specified. The product is [Cl:40][C:38]1[CH:37]=[CH:36][C:34]2[N:35]=[C:31]([NH:1][C:2]3[CH:3]=[CH:4][C:5]([C:8]4[CH:13]=[CH:12][C:11]([C:14](=[O:29])[CH2:15][CH:16]([CH2:21][CH2:22][C:23]5[CH:24]=[CH:25][CH:26]=[CH:27][CH:28]=5)[C:17]([OH:19])=[O:18])=[CH:10][CH:9]=4)=[CH:6][CH:7]=3)[S:32][C:33]=2[CH:39]=1. The yield is 0.250. (7) No catalyst specified. The reactants are [F:1][C:2]1[CH:3]=[C:4]([CH:7]=[CH:8][C:9]=1[O:10][CH2:11][CH2:12][CH2:13][N:14]1[CH2:19][CH2:18][N:17]([CH3:20])[CH2:16][CH2:15]1)[CH:5]=O.[CH3:21][C:22]1[CH:27]=[CH:26][CH:25]=[C:24]([NH2:28])[C:23]=1[NH2:29]. The product is [F:1][C:2]1[CH:3]=[C:4]([C:5]2[NH:28][C:24]3[CH:25]=[CH:26][CH:27]=[C:22]([CH3:21])[C:23]=3[N:29]=2)[CH:7]=[CH:8][C:9]=1[O:10][CH2:11][CH2:12][CH2:13][N:14]1[CH2:19][CH2:18][N:17]([CH3:20])[CH2:16][CH2:15]1. The yield is 1.00.